Dataset: Full USPTO retrosynthesis dataset with 1.9M reactions from patents (1976-2016). Task: Predict the reactants needed to synthesize the given product. (1) Given the product [O:42]1[CH2:39][CH2:40][CH2:41][CH2:36][CH:43]1[O:1][CH2:2][CH2:3][CH2:4][CH2:5][C:6]1[CH:16]=[CH:15][C:9]([C:10]([O:12][CH2:13][CH3:14])=[O:11])=[CH:8][CH:7]=1, predict the reactants needed to synthesize it. The reactants are: [OH:1][CH2:2][CH2:3][CH2:4][CH2:5][C:6]1[CH:16]=[CH:15][C:9]([C:10]([O:12][CH2:13][CH3:14])=[O:11])=[CH:8][CH:7]=1.[CH3:43][O:42][C:39]1C=C2[C:36](C([C:36]3[CH:41]=[CH:40][C:39]([O:42][CH3:43])=CC=3)=NN=C2NC2CCNCC2)=[CH:41][CH:40]=1.O.C1(C)C=CC(S(O)(=O)=O)=CC=1.C(=O)([O-])O.[Na+]. (2) Given the product [Br:1][C:8]1[CH:7]=[CH:6][C:5]([OH:10])=[C:4]([F:3])[CH:9]=1, predict the reactants needed to synthesize it. The reactants are: [Br:1]Br.[F:3][C:4]1[CH:9]=[CH:8][CH:7]=[CH:6][C:5]=1[OH:10]. (3) Given the product [CH3:27][NH:24][C:11]([C:10]1[C:5]2[C:6](=[N:7][C:2]([NH:1][S:30]([CH3:29])(=[O:32])=[O:31])=[C:3]([I:21])[CH:4]=2)[O:8][C:9]=1[C:14]1[CH:19]=[CH:18][C:17]([F:20])=[CH:16][CH:15]=1)=[O:12], predict the reactants needed to synthesize it. The reactants are: [NH2:1][C:2]1[N:7]=[C:6]2[O:8][C:9]([C:14]3[CH:19]=[CH:18][C:17]([F:20])=[CH:16][CH:15]=3)=[C:10]([C:11](O)=[O:12])[C:5]2=[CH:4][C:3]=1[I:21].C([N:24]([CH2:27]C)CC)C.[CH3:29][S:30](O[S:30]([CH3:29])(=[O:32])=[O:31])(=[O:32])=[O:31].CN. (4) Given the product [Cl:1][C:2]1[CH:9]=[CH:8][C:5]([CH:6]2[N:10]([C:11]3[N:12]=[N:13][C:14]([CH3:17])=[CH:15][CH:16]=3)[C:21](=[O:36])[C:22]([OH:35])=[C:23]2[C:24](=[O:25])[C:26]2[CH:27]=[CH:28][C:29]([CH:32]([CH3:33])[CH3:34])=[CH:30][CH:31]=2)=[CH:4][CH:3]=1, predict the reactants needed to synthesize it. The reactants are: [Cl:1][C:2]1[CH:9]=[CH:8][C:5]([CH:6]=O)=[CH:4][CH:3]=1.[NH2:10][C:11]1[N:12]=[N:13][C:14]([CH3:17])=[CH:15][CH:16]=1.C(O[C:21](=[O:36])[C:22]([OH:35])=[CH:23][C:24]([C:26]1[CH:31]=[CH:30][C:29]([CH:32]([CH3:34])[CH3:33])=[CH:28][CH:27]=1)=[O:25])C.